From a dataset of Reaction yield outcomes from USPTO patents with 853,638 reactions. Predict the reaction yield, written as a fraction of the theoretical maximum amount of product (1.0 means a 100% yield; for example, 0.34 means a 34% yield). (1) The reactants are Br[CH2:2][CH2:3][N:4]1[CH:8]=[C:7]([C:9]2[C:17]3[C:12](=[CH:13][C:14]([F:18])=[CH:15][CH:16]=3)[N:11]([S:19]([C:22]3[CH:27]=[CH:26][CH:25]=[CH:24][CH:23]=3)(=[O:21])=[O:20])[CH:10]=2)[CH:6]=[N:5]1.[NH:28]1[CH2:33][CH2:32][NH:31][CH2:30][CH2:29]1. No catalyst specified. The product is [F:18][C:14]1[CH:13]=[C:12]2[C:17]([C:9]([C:7]3[CH:6]=[N:5][N:4]([CH2:3][CH2:2][N:28]4[CH2:33][CH2:32][NH:31][CH2:30][CH2:29]4)[CH:8]=3)=[CH:10][N:11]2[S:19]([C:22]2[CH:27]=[CH:26][CH:25]=[CH:24][CH:23]=2)(=[O:21])=[O:20])=[CH:16][CH:15]=1. The yield is 0.680. (2) The reactants are [ClH:1].O1CCOCC1.C(OC(=O)[N:14]([C:23]1[CH:28]=[CH:27][C:26]([O:29][C:30]2[C:39]3[C:34](=[CH:35][C:36]([O:40]C)=[CH:37][CH:38]=3)[CH:33]=[CH:32][C:31]=2[C:42]2[CH:47]=[CH:46][C:45]([S:48]([CH3:51])(=[O:50])=[O:49])=[CH:44][CH:43]=2)=[CH:25][CH:24]=1)[CH2:15][CH2:16][N:17]1[CH2:22][CH2:21][CH2:20][CH2:19][CH2:18]1)(C)(C)C.B(Br)(Br)Br.C(=O)(O)[O-].[Na+]. The yield is 0.770. The catalyst is ClCCl. The product is [ClH:1].[ClH:1].[CH3:51][S:48]([C:45]1[CH:44]=[CH:43][C:42]([C:31]2[C:30]([O:29][C:26]3[CH:27]=[CH:28][C:23]([NH:14][CH2:15][CH2:16][N:17]4[CH2:22][CH2:21][CH2:20][CH2:19][CH2:18]4)=[CH:24][CH:25]=3)=[C:39]3[C:34](=[CH:33][CH:32]=2)[CH:35]=[C:36]([OH:40])[CH:37]=[CH:38]3)=[CH:47][CH:46]=1)(=[O:50])=[O:49]. (3) The reactants are [OH:1][C:2]1[CH:9]=[CH:8][C:5]([CH:6]=[O:7])=[CH:4][CH:3]=1.[NH:10]1[CH2:15][CH2:14][CH2:13][CH2:12][CH2:11]1.[CH2:16]=O. The catalyst is CCO. The product is [OH:1][C:2]1[CH:9]=[CH:8][C:5]([CH:6]=[O:7])=[CH:4][C:3]=1[CH2:16][N:10]1[CH2:15][CH2:14][CH2:13][CH2:12][CH2:11]1. The yield is 0.670. (4) The reactants are [C:1]([OH:9])(=O)[C:2]1[CH:7]=[CH:6][N:5]=[CH:4][CH:3]=1.C1C=CC2N(O)N=NC=2C=1.CCN=C=NCCCN(C)C.[CH2:31]([O:33][C:34]1[CH:35]=[C:36]([CH:41]=[CH:42][C:43]=1[O:44][CH2:45][CH3:46])/[C:37](=[N:39]/O)/[NH2:38])[CH3:32].C([O-])(O)=O.[Na+]. The catalyst is CN(C=O)C. The product is [CH2:31]([O:33][C:34]1[CH:35]=[C:36]([C:37]2[N:39]=[C:1]([C:2]3[CH:3]=[CH:4][N:5]=[CH:6][CH:7]=3)[O:9][N:38]=2)[CH:41]=[CH:42][C:43]=1[O:44][CH2:45][CH3:46])[CH3:32]. The yield is 0.260. (5) The reactants are [OH:1][C@H:2]1[O:10][C@H:9]([CH2:11][OH:12])[C@@H:7](O)[C@H:5]([OH:6])[C@H:3]1O.[C:13]([O:16][C:17](=[O:19])[CH3:18])(=[O:15])[CH3:14]. The catalyst is N1C=CC=CC=1. The product is [C:13]([O:16][C@H:17]1[O:19][C@H:7]([CH2:5][O:6][C:11](=[O:12])[CH3:9])[C@@H:9]([O:10][C:2](=[O:1])[CH3:3])[C@H:11]([O:12][C:5](=[O:6])[CH3:7])[C@H:18]1[O:10][C:2](=[O:1])[CH3:3])(=[O:15])[CH3:14]. The yield is 0.880. (6) The yield is 0.980. The product is [CH3:23][C:22]([CH3:25])([CH3:24])[CH2:21][CH2:20][CH:12]1[CH2:11][CH:10]([CH2:9][OH:8])[CH2:15][CH2:14][N:13]1[C:16]([O:18][CH3:19])=[O:17]. The catalyst is C1COCC1. The reactants are [Si]([O:8][CH2:9][CH:10]1[CH2:15][CH2:14][N:13]([C:16]([O:18][CH3:19])=[O:17])[CH:12]([CH2:20][CH2:21][C:22]([CH3:25])([CH3:24])[CH3:23])[CH2:11]1)(C(C)(C)C)(C)C.CCCC[N+](CCCC)(CCCC)CCCC.[F-]. (7) The reactants are [CH3:1][N:2]1[C:6]([C:7]2[CH:8]=[C:9]([C:12]([OH:14])=O)[S:10][CH:11]=2)=[CH:5][CH:4]=[N:3]1.[NH2:15][C@@H:16]([CH2:29][C:30]1[C:35]([F:36])=[CH:34][CH:33]=[CH:32][C:31]=1[F:37])[CH2:17][N:18]1[C:26](=[O:27])[C:25]2[C:20](=[CH:21][CH:22]=[CH:23][CH:24]=2)[C:19]1=[O:28].C1CN([P+](Br)(N2CCCC2)N2CCCC2)CC1.F[P-](F)(F)(F)(F)F.CCN(C(C)C)C(C)C. The catalyst is C(Cl)(Cl)Cl. The product is [F:37][C:31]1[CH:32]=[CH:33][CH:34]=[C:35]([F:36])[C:30]=1[CH2:29][C@H:16]([NH:15][C:12]([C:9]1[S:10][CH:11]=[C:7]([C:6]2[N:2]([CH3:1])[N:3]=[CH:4][CH:5]=2)[CH:8]=1)=[O:14])[CH2:17][N:18]1[C:26](=[O:27])[C:25]2[C:20](=[CH:21][CH:22]=[CH:23][CH:24]=2)[C:19]1=[O:28]. The yield is 0.300. (8) The reactants are [S:1]1[C:5]([C:6]([OH:8])=[O:7])=[CH:4][CH:3]=[C:2]1[C:9]([OH:11])=[O:10].[C:12](=O)([O-])[O-].[Na+].[Na+].CI. The catalyst is CN(C)C=O. The product is [CH3:12][O:7][C:6]([C:5]1[S:1][C:2]([C:9]([OH:11])=[O:10])=[CH:3][CH:4]=1)=[O:8]. The yield is 0.280. (9) The reactants are Cl.[F:2][C@@H:3]1[CH2:7][CH2:6][NH:5][CH2:4]1.C(=O)([O-])[O-].[K+].[K+].Br[CH2:15][CH2:16][O:17][C:18]1[CH:19]=[N:20][C:21]2[C:26]([CH:27]=1)=[N:25][CH:24]=[CH:23][C:22]=2[Cl:28].[I-].[Na+]. The catalyst is CN(C=O)C. The product is [Cl:28][C:22]1[CH:23]=[CH:24][N:25]=[C:26]2[C:21]=1[N:20]=[CH:19][C:18]([O:17][CH2:16][CH2:15][N:5]1[CH2:6][CH2:7][C@@H:3]([F:2])[CH2:4]1)=[CH:27]2. The yield is 0.540. (10) The reactants are [C:1]([C:5]1[CH:10]=[CH:9][C:8]([S:11](Cl)(=[O:13])=[O:12])=[CH:7][C:6]=1[Cl:15])([CH3:4])([CH3:3])[CH3:2].[CH3:16][C:17]1[CH:21]=[C:20]([NH2:22])[N:19]([C:23]2[CH:32]=[CH:31][CH:30]=[C:29]3[C:24]=2[CH:25]=[CH:26][CH:27]=[N:28]3)[N:18]=1. The catalyst is N1C=CC=CC=1. The product is [C:1]([C:5]1[CH:10]=[CH:9][C:8]([S:11]([NH:22][C:20]2[N:19]([C:23]3[CH:32]=[CH:31][CH:30]=[C:29]4[C:24]=3[CH:25]=[CH:26][CH:27]=[N:28]4)[N:18]=[C:17]([CH3:16])[CH:21]=2)(=[O:13])=[O:12])=[CH:7][C:6]=1[Cl:15])([CH3:4])([CH3:3])[CH3:2]. The yield is 0.830.